Dataset: Experimentally validated miRNA-target interactions with 360,000+ pairs, plus equal number of negative samples. Task: Binary Classification. Given a miRNA mature sequence and a target amino acid sequence, predict their likelihood of interaction. (1) The protein sequence of the target gene is MLFLQFLLLALLLPGGDNADASQEHVSFHVIQIFSFVNQSWARGQGSGWLDELQTHGWDSESGTIIFLHNWSKGNFSNEELSDLELLFRFYLFGLTREIQDHASQDYSKYPFEVQVKAGCELHSGKSPEGFFQVAFNGLDLLSFQNTTWVPSPGCGSLAQSVCHLLNHQYEGVTETVYNLIRSTCPRFLLGLLDAGKMYVHRQVRPEAWLSSRPSLGSGQLLLVCHASGFYPKPVWVTWMRNEQEQLGTKHGDILPNADGTWYLQVILEVASEEPAGLSCRVRHSSLGGQDIILYWGHHF.... Result: 0 (no interaction). The miRNA is hsa-miR-7113-3p with sequence CCUCCCUGCCCGCCUCUCUGCAG. (2) Result: 1 (interaction). The miRNA is hsa-miR-4770 with sequence UGAGAUGACACUGUAGCU. The protein sequence of the target gene is MGQALGIKSCDFQAARNNEEHHTKALSSRRLFVRRGQPFTIILYFRAPVRAFLPALKKVALTAQTGEQPSKINRTQATFPISSLGDRKWWSAVVEERDAQSWTISVTTPADAVIGHYSLLLQVSGRKQLLLGQFTLLFNPWNREDAVFLKNEAQRMEYLLNQNGLIYLGTADCIQAESWDFGQFEGDVIDLSLRLLSKDKQVEKWSQPVHVARVLGALLHFLKEQRVLPTPQTQATQEGALLNKRRGSVPILRQWLTGRGRPVYDGQAWVLAAVACTVLRCLGIPARVVTTFASAQGTGG....